Task: Regression. Given a peptide amino acid sequence and an MHC pseudo amino acid sequence, predict their binding affinity value. This is MHC class II binding data.. Dataset: Peptide-MHC class II binding affinity with 134,281 pairs from IEDB (1) The peptide sequence is IAMEVVLRKRQGPKQ. The MHC is DRB3_0202 with pseudo-sequence DRB3_0202. The binding affinity (normalized) is 0.221. (2) The peptide sequence is NQDLELSWNLNGLQAY. The MHC is DRB1_0401 with pseudo-sequence DRB1_0401. The binding affinity (normalized) is 0.175. (3) The peptide sequence is PELKPGESRHTSDHM. The MHC is HLA-DQA10101-DQB10501 with pseudo-sequence HLA-DQA10101-DQB10501. The binding affinity (normalized) is 0. (4) The peptide sequence is EKYFYCGHMSQCPIG. The MHC is DRB1_0101 with pseudo-sequence DRB1_0101. The binding affinity (normalized) is 0.706.